Dataset: Forward reaction prediction with 1.9M reactions from USPTO patents (1976-2016). Task: Predict the product of the given reaction. (1) The product is: [F:22][C:15]([F:21])([C:12]1[CH:11]=[CH:10][C:9]([S:27][C:28]#[N:29])=[CH:14][N:13]=1)[C:16]([O:18][CH2:19][CH3:20])=[O:17]. Given the reactants C(OC(N[C:9]1[CH:10]=[CH:11][C:12]([C:15]([F:22])([F:21])[C:16]([O:18][CH2:19][CH3:20])=[O:17])=[N:13][CH:14]=1)=O)(C)(C)C.N([O-])=O.[Na+].[S-:27][C:28]#[N:29].[K+].C(=O)(O)[O-].[Na+], predict the reaction product. (2) Given the reactants [F:1][C:2]1[CH:3]=[C:4]([NH:13][C:14](=[O:22])[C:15]2[CH:20]=[CH:19][CH:18]=[C:17](I)[CH:16]=2)[CH:5]=[CH:6][C:7]=1[O:8][C:9]([F:12])([F:11])[F:10].[N:23]1[CH:28]=[C:27](B(O)O)[CH:26]=[N:25][CH:24]=1, predict the reaction product. The product is: [F:1][C:2]1[CH:3]=[C:4]([NH:13][C:14](=[O:22])[C:15]2[CH:20]=[CH:19][CH:18]=[C:17]([C:27]3[CH:28]=[N:23][CH:24]=[N:25][CH:26]=3)[CH:16]=2)[CH:5]=[CH:6][C:7]=1[O:8][C:9]([F:12])([F:11])[F:10]. (3) Given the reactants [CH3:1][O:2][C:3]1[CH:23]=[CH:22][C:6]([O:7][C:8]2[CH:13]=[C:12]([CH3:14])[C:11]([C:15]3[N:16]=[C:17]([NH2:20])[S:18][CH:19]=3)=[C:10]([CH3:21])[CH:9]=2)=[CH:5][CH:4]=1.[C:24]([O-])(=[O:26])[CH3:25].[Na+].O, predict the reaction product. The product is: [CH3:1][O:2][C:3]1[CH:4]=[CH:5][C:6]([O:7][C:8]2[CH:9]=[C:10]([CH3:21])[C:11]([C:15]3[N:16]=[C:17]([NH:20][C:24](=[O:26])[CH3:25])[S:18][CH:19]=3)=[C:12]([CH3:14])[CH:13]=2)=[CH:22][CH:23]=1.